The task is: Predict the reactants needed to synthesize the given product.. This data is from Full USPTO retrosynthesis dataset with 1.9M reactions from patents (1976-2016). (1) Given the product [Cl:1][C:2]1[CH:3]=[C:4]([C:10]([N:12]2[C:17]3[CH:18]=[CH:19][CH:20]=[CH:21][C:16]=3[O:15][CH2:14][CH2:13]2)=[O:11])[CH:5]=[CH:6][C:7]=1[OH:8], predict the reactants needed to synthesize it. The reactants are: [Cl:1][C:2]1[CH:3]=[C:4]([C:10]([N:12]2[C:17]3[CH:18]=[CH:19][CH:20]=[CH:21][C:16]=3[O:15][CH2:14][CH2:13]2)=[O:11])[CH:5]=[CH:6][C:7]=1[O:8]C.B(Br)(Br)Br.O.C(OCC)(=O)C. (2) Given the product [CH:1]1([CH2:7][C@H:8]([CH2:12][C:13]([N:15]2[CH2:20][CH2:19][O:18][CH2:17][CH2:16]2)=[O:14])[C:9]([NH:28][C@H:29]([C:30]([C:32]2[N:36]=[C:35]([CH2:37][CH3:38])[O:34][N:33]=2)=[O:31])[CH2:39][CH3:40])=[O:11])[CH2:2][CH2:3][CH2:4][CH2:5][CH2:6]1, predict the reactants needed to synthesize it. The reactants are: [CH:1]1([CH2:7][C@H:8]([CH2:12][C:13]([N:15]2[CH2:20][CH2:19][O:18][CH2:17][CH2:16]2)=[O:14])[C:9]([OH:11])=O)[CH2:6][CH2:5][CH2:4][CH2:3][CH2:2]1.FC(F)(F)C(O)=O.[NH2:28][CH:29]([CH2:39][CH3:40])[C@@H:30]([C:32]1[N:36]=[C:35]([CH2:37][CH3:38])[O:34][N:33]=1)[OH:31]. (3) Given the product [C:1]1([NH:7][N:8]=[CH:12][C:11]2[CH:14]=[CH:15][CH:16]=[CH:17][C:10]=2[OH:9])[CH:6]=[CH:5][CH:4]=[CH:3][CH:2]=1, predict the reactants needed to synthesize it. The reactants are: [C:1]1([NH:7][NH2:8])[CH:6]=[CH:5][CH:4]=[CH:3][CH:2]=1.[OH:9][C:10]1[CH:17]=[CH:16][CH:15]=[CH:14][C:11]=1[CH:12]=O. (4) Given the product [NH2:32][C:30]([C@@H:26]1[CH2:27][C@H:28]2[C@H:24]([CH2:29]2)[N:25]1[C:9](=[O:11])[C@H:8]([C:12]12[CH2:21][CH:16]3[CH2:17][CH:18]([CH2:20][C:14]([OH:22])([CH2:15]3)[CH2:13]1)[CH2:19]2)[NH:7][C:5]([O:4][C:2]([CH3:1])([CH3:3])[CH3:23])=[O:6])=[O:31], predict the reactants needed to synthesize it. The reactants are: [CH3:1][C:2]([CH3:23])([O:4][C:5]([NH:7][C@@H:8]([C:12]12[CH2:21][CH:16]3[CH2:17][CH:18]([CH2:20][C:14]([OH:22])([CH2:15]3)[CH2:13]1)[CH2:19]2)[C:9]([OH:11])=O)=[O:6])[CH3:3].[C@H:24]12[CH2:29][C@H:28]1[CH2:27][C@@H:26]([C:30]([NH2:32])=[O:31])[NH:25]2.CS(O)(=O)=O.Cl.ON1C2C=CC=CC=2N=N1. (5) Given the product [F:1][C:2]1[CH:22]=[CH:21][CH:20]=[CH:19][C:3]=1[O:4][C:5]1[CH:6]=[C:7]([N:11]([CH2:12][C:13]2[CH:14]=[N:15][CH:16]=[CH:17][CH:18]=2)[S:26]([CH2:25][C:24]([F:31])([F:30])[F:23])(=[O:28])=[O:27])[CH:8]=[CH:9][CH:10]=1, predict the reactants needed to synthesize it. The reactants are: [F:1][C:2]1[CH:22]=[CH:21][CH:20]=[CH:19][C:3]=1[O:4][C:5]1[CH:6]=[C:7]([NH:11][CH2:12][C:13]2[CH:14]=[N:15][CH:16]=[CH:17][CH:18]=2)[CH:8]=[CH:9][CH:10]=1.[F:23][C:24]([F:31])([F:30])[CH2:25][S:26](Cl)(=[O:28])=[O:27].